From a dataset of Experimentally validated miRNA-target interactions with 360,000+ pairs, plus equal number of negative samples. Binary Classification. Given a miRNA mature sequence and a target amino acid sequence, predict their likelihood of interaction. (1) The miRNA is mmu-miR-3098-3p with sequence UUCUGCUGCCUGCCUUUAGGA. The protein sequence of the target gene is MKPVWVATLLWMLLLVPRLGAARKGSPEEASFYYGTFPLGFSWGVGSSAYQTEGAWDQDGKGPSIWDVFTHSGKGKVLGNETADVACDGYYKVQEDIILLRELHVNHYRFSLSWPRLLPTGIRAEQVNKKGIEFYSDLIDALLSSNITPIVTLHHWDLPQLLQVKYGGWQNVSMANYFRDYANLCFEAFGDRVKHWITFSDPRAMAEKGYETGHHAPGLKLRGTGLYKAAHHIIKAHAKAWHSYNTTWRSKQQGLVGISLNCDWGEPVDISNPKDLEAAERYLQFCLGWFANPIYAGDYP.... Result: 0 (no interaction). (2) The miRNA is hsa-miR-129-2-3p with sequence AAGCCCUUACCCCAAAAAGCAU. The protein sequence of the target gene is MEKPRGVRCTNGFSERELPRPGASPPAEKSRPPEAKGAQPADAWKAGRHRSEEENQVNLPKLAAAYSSILLSLGEDPQRQGLLKTPWRAATAMQYFTKGYQETISDVLNDAIFDEDHDEMVIVKDIDMFSMCEHHLVPFVGRVHIGYLPNKQVLGLSKLARIVEIYSRRLQVQERLTKQIAVAITEALQPAGVGVVIEATHMCMVMRGVQKMNSKTVTSTMLGVFREDPKTREEFLTLIRS. Result: 0 (no interaction).